This data is from NCI-60 drug combinations with 297,098 pairs across 59 cell lines. The task is: Regression. Given two drug SMILES strings and cell line genomic features, predict the synergy score measuring deviation from expected non-interaction effect. (1) Drug 2: C(CCl)NC(=O)N(CCCl)N=O. Cell line: NCI-H322M. Drug 1: CC(C)CN1C=NC2=C1C3=CC=CC=C3N=C2N. Synergy scores: CSS=-3.07, Synergy_ZIP=-0.970, Synergy_Bliss=-5.17, Synergy_Loewe=-4.43, Synergy_HSA=-5.32. (2) Drug 1: C1C(C(OC1N2C=C(C(=O)NC2=O)F)CO)O. Drug 2: CC12CCC3C(C1CCC2OP(=O)(O)O)CCC4=C3C=CC(=C4)OC(=O)N(CCCl)CCCl.[Na+]. Cell line: 786-0. Synergy scores: CSS=3.36, Synergy_ZIP=-3.71, Synergy_Bliss=-0.849, Synergy_Loewe=-10.7, Synergy_HSA=-0.702.